From a dataset of Forward reaction prediction with 1.9M reactions from USPTO patents (1976-2016). Predict the product of the given reaction. (1) The product is: [CH2:44]([N:51]1[CH2:56][CH2:55][CH:54]([CH:57]=[C:25]2[CH2:24][C:23]3[C:27](=[CH:28][C:29]([O:30][CH3:31])=[C:21]([O:20][CH3:19])[CH:22]=3)[C:26]2=[O:32])[CH2:53][CH2:52]1)[C:45]1[CH:50]=[CH:49][CH:48]=[CH:47][CH:46]=1. Given the reactants C([Li])CCC.CCCCCC.C(NC(C)C)(C)C.[CH3:19][O:20][C:21]1[CH:22]=[C:23]2[C:27](=[CH:28][C:29]=1[O:30][CH3:31])[C:26](=[O:32])[CH2:25][CH2:24]2.CN(C)P(N(C)C)(N(C)C)=O.[CH2:44]([N:51]1[CH2:56][CH2:55][CH:54]([CH:57]=O)[CH2:53][CH2:52]1)[C:45]1[CH:50]=[CH:49][CH:48]=[CH:47][CH:46]=1.[Cl-].[NH4+], predict the reaction product. (2) The product is: [CH3:29][S:28][C:24]1[CH:23]=[C:22]([CH:27]=[CH:26][CH:25]=1)[CH2:21][N:17]1[CH2:18][CH2:19][CH2:20][CH:15]([NH:14][C:10]2[CH:9]=[C:8]3[C:13](=[CH:12][CH:11]=2)[NH:5][N:6]=[CH:7]3)[CH2:16]1. Given the reactants CC(C)(C)C([N:5]1[C:13]2[C:8](=[CH:9][C:10]([NH:14][CH:15]3[CH2:20][CH2:19][CH2:18][N:17]([C:21](=O)[C:22]4[CH:27]=[CH:26][CH:25]=[C:24]([S:28][CH3:29])[CH:23]=4)[CH2:16]3)=[CH:11][CH:12]=2)[CH:7]=[N:6]1)=O.CSC, predict the reaction product. (3) The product is: [NH2:14][C:9]1[CH:10]=[CH:11][CH:12]=[C:13]2[C:8]=1[C:7](=[O:17])[C:6]1([NH:18][C:19](=[O:28])[C:20]3[CH:25]=[CH:24][CH:23]=[C:22]([O:26][CH3:27])[CH:21]=3)[C:5]3[CH:29]=[CH:30][C:31]([CH:33]([CH3:35])[CH3:34])=[CH:32][C:4]=3[O:3][C:2]12[OH:1]. Given the reactants [OH:1][C:2]12[C:13]3[C:8](=[C:9]([N+:14]([O-])=O)[CH:10]=[CH:11][CH:12]=3)[C:7](=[O:17])[C:6]1([NH:18][C:19](=[O:28])[C:20]1[CH:25]=[CH:24][CH:23]=[C:22]([O:26][CH3:27])[CH:21]=1)[C:5]1[CH:29]=[CH:30][C:31]([CH:33]([CH3:35])[CH3:34])=[CH:32][C:4]=1[O:3]2, predict the reaction product. (4) Given the reactants [CH2:1]([NH:4][C:5]1[C:14]2[C:9](=[CH:10][C:11]([O:15][CH3:16])=[CH:12][CH:13]=2)[C:8]([C:17]2[CH:22]=[CH:21][CH:20]=[CH:19][CH:18]=2)=[C:7]([C:23]#[N:24])[N:6]=1)[CH:2]=[CH2:3].[N:25]1C=C[CH:28]=[CH:27][C:26]=1CN, predict the reaction product. The product is: [CH3:16][O:15][C:11]1[CH:10]=[C:9]2[C:14](=[CH:13][CH:12]=1)[C:5]([NH:4][CH2:1][C:2]1[CH:3]=[CH:28][CH:27]=[CH:26][N:25]=1)=[N:6][C:7]([C:23]#[N:24])=[C:8]2[C:17]1[CH:22]=[CH:21][CH:20]=[CH:19][CH:18]=1. (5) The product is: [CH2:6]([O:5][CH2:4][CH:3]([NH:8][C:9](=[O:15])[O:10][C:11]([CH3:14])([CH3:13])[CH3:12])[CH2:2][NH:1][C:23](=[O:24])[O:25][CH2:26][C:27]1[CH:32]=[CH:31][CH:30]=[CH:29][CH:28]=1)[CH3:7]. Given the reactants [NH2:1][CH2:2][CH:3]([NH:8][C:9](=[O:15])[O:10][C:11]([CH3:14])([CH3:13])[CH3:12])[CH2:4][O:5][CH2:6][CH3:7].C(=O)([O-])[O-].[Na+].[Na+].Cl[C:23]([O:25][CH2:26][C:27]1[CH:32]=[CH:31][CH:30]=[CH:29][CH:28]=1)=[O:24], predict the reaction product. (6) Given the reactants [Br:1][C:2]1[C:3]([OH:12])=[N:4][C:5]([CH3:11])=[C:6]([N+:8]([O-:10])=[O:9])[CH:7]=1.[F:13][C:14]([F:28])([F:27])[CH:15]([C:17]1[CH:22]=[CH:21][C:20]([C:23]([F:26])([F:25])[F:24])=[CH:19][CH:18]=1)O.C1(P(C2C=CC=CC=2)C2C=CC=CC=2)C=CC=CC=1.[N+](C(OC(C)C)=O)(C(OC(C)C)=O)=[N-], predict the reaction product. The product is: [Br:1][C:2]1[CH:7]=[C:6]([N+:8]([O-:10])=[O:9])[C:5]([CH3:11])=[N:4][C:3]=1[O:12][CH:15]([C:17]1[CH:18]=[CH:19][C:20]([C:23]([F:24])([F:25])[F:26])=[CH:21][CH:22]=1)[C:14]([F:28])([F:27])[F:13]. (7) Given the reactants [C:1]([C:5]1[CH:10]=[CH:9][C:8]([C:11]2[C:19]3[N:15]([CH:16]=[CH:17][CH:18]=3)[CH2:14][CH2:13][C:12]=2[C:20](O)=[O:21])=[CH:7][CH:6]=1)([CH3:4])([CH3:3])[CH3:2].Cl.CN(C)CCCN=C=NCC.C(N(CC)CC)C.[F:42][C:43]1[CH:49]=[C:48]([F:50])[CH:47]=[CH:46][C:44]=1[NH2:45], predict the reaction product. The product is: [C:1]([C:5]1[CH:10]=[CH:9][C:8]([C:11]2[C:19]3[N:15]([CH:16]=[CH:17][CH:18]=3)[CH2:14][CH2:13][C:12]=2[C:20]([NH:45][C:44]2[CH:46]=[CH:47][C:48]([F:50])=[CH:49][C:43]=2[F:42])=[O:21])=[CH:7][CH:6]=1)([CH3:4])([CH3:2])[CH3:3].